From a dataset of Reaction yield outcomes from USPTO patents with 853,638 reactions. Predict the reaction yield, written as a fraction of the theoretical maximum amount of product (1.0 means a 100% yield; for example, 0.34 means a 34% yield). (1) The reactants are [C:1]1([C@H:7]([NH2:9])[CH3:8])[CH:6]=[CH:5][CH:4]=[CH:3][CH:2]=1.CO.[CH:12](=O)/[CH:13]=[CH:14]/[C:15]1[CH:20]=[CH:19][CH:18]=[CH:17][CH:16]=1.[BH4-].[Na+]. The catalyst is CCOC(C)=O.CCCCCC.O.OP(O)(O)=O.O=[W](=O)=O.O=[W](=O)=O.O=[W](=O)=O.O=[W](=O)=O.O=[W](=O)=O.O=[W](=O)=O.O=[W](=O)=O.O=[W](=O)=O.O=[W](=O)=O.O=[W](=O)=O.O=[W](=O)=O.O=[W](=O)=O. The product is [C:15]1(/[CH:14]=[CH:13]/[CH2:12][NH:9][C@@H:7]([C:1]2[CH:6]=[CH:5][CH:4]=[CH:3][CH:2]=2)[CH3:8])[CH:20]=[CH:19][CH:18]=[CH:17][CH:16]=1. The yield is 0.230. (2) The reactants are CN(C)C=O.S(Cl)([Cl:8])=O.[Cl:10][C:11]1[C:12](O)=[N:13][CH:14]=[C:15]([CH:19]=1)[C:16]([OH:18])=O.[CH3:21][N:22]([CH3:27])[CH2:23][CH2:24][NH:25][CH3:26]. The catalyst is O. The product is [Cl:10][C:11]1[C:12]([Cl:8])=[N:13][CH:14]=[C:15]([CH:19]=1)[C:16]([N:25]([CH2:24][CH2:23][N:22]([CH3:27])[CH3:21])[CH3:26])=[O:18]. The yield is 1.00. (3) The reactants are [CH2:1]([C:3]1[O:4][C:5]2[CH:11]=[CH:10][CH:9]=[CH:8][C:6]=2[CH:7]=1)[CH3:2].N#N.[C:14](Cl)(=[O:23])[C:15]1[CH:20]=[CH:19][C:18]([O:21][CH3:22])=[CH:17][CH:16]=1.[Sn](Cl)(Cl)(Cl)Cl. The catalyst is C(=S)=S.O. The product is [CH2:1]([C:3]1[O:4][C:5]2[CH:11]=[CH:10][CH:9]=[CH:8][C:6]=2[C:7]=1[C:14]([C:15]1[CH:20]=[CH:19][C:18]([O:21][CH3:22])=[CH:17][CH:16]=1)=[O:23])[CH3:2]. The yield is 0.960. (4) The reactants are [NH2:1][C:2]1[C:3]2[N:4]([C:8]([C@@H:26]3[CH2:31][CH2:30][CH2:29][CH2:28][NH:27]3)=[N:9][C:10]=2[C:11]2[CH:25]=[CH:24][C:14]([C:15]([NH:17][C:18]3[CH:23]=[CH:22][CH:21]=[CH:20][N:19]=3)=[O:16])=[CH:13][CH:12]=2)[CH:5]=[CH:6][N:7]=1.[CH3:32][O:33][CH2:34]/[CH:35]=[CH:36]/[C:37](O)=[O:38]. No catalyst specified. The product is [NH2:1][C:2]1[C:3]2[N:4]([C:8]([C@@H:26]3[CH2:31][CH2:30][CH2:29][CH2:28][N:27]3[C:37](=[O:38])/[CH:36]=[CH:35]/[CH2:34][O:33][CH3:32])=[N:9][C:10]=2[C:11]2[CH:25]=[CH:24][C:14]([C:15]([NH:17][C:18]3[CH:23]=[CH:22][CH:21]=[CH:20][N:19]=3)=[O:16])=[CH:13][CH:12]=2)[CH:5]=[CH:6][N:7]=1. The yield is 0.543. (5) The reactants are [Br:1][C:2]1[CH:15]=[CH:14][C:5]([C:6]([C@H:8]2[CH2:10][C@H:9]2[C:11]([OH:13])=[O:12])=[O:7])=[CH:4][CH:3]=1.[CH3:16]OC(OC)(C)C.Cl. The catalyst is CO. The product is [Br:1][C:2]1[CH:3]=[CH:4][C:5]([C:6]([C@H:8]2[CH2:10][C@H:9]2[C:11]([O:13][CH3:16])=[O:12])=[O:7])=[CH:14][CH:15]=1. The yield is 0.990. (6) The reactants are Cl[C:2]1[N:7]=[C:6]([NH:8][C:9]2[CH:10]=[CH:11][C:12]([F:17])=[C:13]([CH:16]=2)[C:14]#[N:15])[CH:5]=[CH:4][N:3]=1.[CH3:18][N:19]1[CH2:24][CH2:23][N:22]([C:25]2[CH:31]=[CH:30][C:28]([NH2:29])=[CH:27][CH:26]=2)[CH2:21][CH2:20]1.C(O)(C(F)(F)F)=O.[OH-].[Na+]. The catalyst is CC(O)C.CO.C(Cl)Cl. The product is [F:17][C:12]1[CH:11]=[CH:10][C:9]([NH:8][C:6]2[CH:5]=[CH:4][N:3]=[C:2]([NH:29][C:28]3[CH:27]=[CH:26][C:25]([N:22]4[CH2:21][CH2:20][N:19]([CH3:18])[CH2:24][CH2:23]4)=[CH:31][CH:30]=3)[N:7]=2)=[CH:16][C:13]=1[C:14]#[N:15]. The yield is 0.840. (7) The reactants are [C:1]([C:6]1[CH:11]=[CH:10][CH:9]=[CH:8][CH:7]=1)(=O)[CH:2]([CH3:4])[CH3:3].C(O)=O.C(OCC)C.C([NH2:22])=O. The catalyst is O. The product is [CH3:3][CH:2]([CH3:4])[CH:1]([C:6]1[CH:11]=[CH:10][CH:9]=[CH:8][CH:7]=1)[NH2:22]. The yield is 0.610. (8) The reactants are [OH:1][C@@H:2]([C:23]1[CH:28]=[CH:27][CH:26]=[CH:25][CH:24]=1)[CH2:3][CH2:4][N:5]1[CH2:10][CH2:9][CH:8]([C:11]2[CH:12]=[C:13]([NH:17][C:18](=[O:22])[CH:19]([CH3:21])[CH3:20])[CH:14]=[CH:15][CH:16]=2)[CH2:7][CH2:6]1.[CH3:29][O:30][C:31]1[CH:36]=[CH:35][C:34]([C:37](=[O:39])[CH3:38])=[CH:33][C:32]=1O.C1(P(C2C=CC=CC=2)C2C=CC=CC=2)C=CC=CC=1.N(C(OCC)=O)=NC(OCC)=O.N. The catalyst is C1COCC1.C(Cl)(Cl)Cl. The product is [C:37]([C:34]1[CH:33]=[CH:32][C:31]([O:30][CH3:29])=[C:36]([CH:35]=1)[O:1][C@H:2]([C:23]1[CH:24]=[CH:25][CH:26]=[CH:27][CH:28]=1)[CH2:3][CH2:4][N:5]1[CH2:10][CH2:9][CH:8]([C:11]2[CH:12]=[C:13]([NH:17][C:18](=[O:22])[CH:19]([CH3:21])[CH3:20])[CH:14]=[CH:15][CH:16]=2)[CH2:7][CH2:6]1)(=[O:39])[CH3:38]. The yield is 0.222. (9) The reactants are I[C:2]1[CH:3]=[CH:4][C:5]2[N:6]([CH:8]=[C:9]([NH:11][C:12](=[O:26])[C:13]3[CH:18]=[CH:17][C:16]([C:19]([CH3:25])([CH3:24])[CH2:20][CH2:21][C:22]#[N:23])=[CH:15][CH:14]=3)[N:10]=2)[CH:7]=1.[NH:27]1[CH:31]=[CH:30][N:29]=[CH:28]1.C(=O)([O-])[O-].[K+].[K+]. The catalyst is CN(C=O)C. The product is [C:22]([CH2:21][CH2:20][C:19]([C:16]1[CH:17]=[CH:18][C:13]([C:12]([NH:11][C:9]2[N:10]=[C:5]3[CH:4]=[CH:3][C:2]([N:27]4[CH:31]=[CH:30][N:29]=[CH:28]4)=[CH:7][N:6]3[CH:8]=2)=[O:26])=[CH:14][CH:15]=1)([CH3:25])[CH3:24])#[N:23]. The yield is 0.420. (10) The reactants are [CH:1]1([C@@:6]([OH:15])([C:10]2[S:11][CH:12]=[CH:13][CH:14]=2)[C:7]([OH:9])=[O:8])[CH2:5][CH2:4][CH2:3][CH2:2]1.C(N1C=CN=C1)(N1C=CN=C1)=O.O[C@H:29]1[CH:34]2[CH2:35][CH2:36][N:31]([CH2:32][CH2:33]2)[CH2:30]1.O. The catalyst is CN(C=O)C. The product is [N:31]12[CH2:36][CH2:35][CH:34]([CH2:33][CH2:32]1)[C@H:29]([O:8][C:7](=[O:9])[C@:6]([CH:1]1[CH2:5][CH2:4][CH2:3][CH2:2]1)([OH:15])[C:10]1[S:11][CH:12]=[CH:13][CH:14]=1)[CH2:30]2. The yield is 0.476.